Dataset: Forward reaction prediction with 1.9M reactions from USPTO patents (1976-2016). Task: Predict the product of the given reaction. (1) Given the reactants [CH3:1][O:2][CH:3]([C:7]1[CH:12]=[CH:11][C:10]([C:13]2[O:14][C:15]([CH3:18])=[N:16][N:17]=2)=[CH:9][CH:8]=1)[C:4]([OH:6])=O.C(N(C(C)C)CC)(C)C.COCCN(S(F)(F)F)CCOC.Cl.[CH3:42][NH:43][O:44][CH3:45], predict the reaction product. The product is: [CH3:45][O:44][N:43]([CH3:42])[C:4](=[O:6])[CH:3]([O:2][CH3:1])[C:7]1[CH:12]=[CH:11][C:10]([C:13]2[O:14][C:15]([CH3:18])=[N:16][N:17]=2)=[CH:9][CH:8]=1. (2) Given the reactants [NH4+].[Br-].[C:3]1([NH2:10])[CH:8]=[CH:7][CH:6]=[CH:5][C:4]=1[NH2:9].[CH:11](=O)[C:12]1[CH:17]=[CH:16][C:15]([O:18][CH3:19])=[CH:14][CH:13]=1, predict the reaction product. The product is: [CH3:19][O:18][C:15]1[CH:16]=[CH:17][C:12]([CH2:11][N:9]2[C:4]3[CH:5]=[CH:6][CH:7]=[CH:8][C:3]=3[N:10]=[C:11]2[C:12]2[CH:17]=[CH:16][C:15]([O:18][CH3:19])=[CH:14][CH:13]=2)=[CH:13][CH:14]=1. (3) Given the reactants F[C:2]1[CH:7]=[CH:6][C:5]([N+:8]([O-:10])=[O:9])=[CH:4][CH:3]=1.C(=O)([O-])[O-].[K+].[K+].[Br:17][C:18]1[CH:23]=[CH:22][C:21]([OH:24])=[CH:20][CH:19]=1.CCOC(C)=O, predict the reaction product. The product is: [Br:17][C:18]1[CH:23]=[CH:22][C:21]([O:24][C:6]2[CH:7]=[CH:2][CH:3]=[CH:4][C:5]=2[N+:8]([O-:10])=[O:9])=[CH:20][CH:19]=1. (4) Given the reactants [CH3:1][O:2][C:3](=[O:30])[CH2:4][C@H:5]1[C:9]2[CH:10]=[CH:11][C:12]([O:14][C@H:15]3[C:23]4[C:18](=[C:19]([CH:28]=C)[C:20]([C:24]([F:27])([F:26])[F:25])=[CH:21][CH:22]=4)[CH2:17][CH2:16]3)=[CH:13][C:8]=2[O:7][CH2:6]1.[O:31]1CCCC1, predict the reaction product. The product is: [CH3:1][O:2][C:3](=[O:30])[CH2:4][C@H:5]1[C:9]2[CH:10]=[CH:11][C:12]([O:14][C@H:15]3[C:23]4[C:18](=[C:19]([CH:28]=[O:31])[C:20]([C:24]([F:26])([F:27])[F:25])=[CH:21][CH:22]=4)[CH2:17][CH2:16]3)=[CH:13][C:8]=2[O:7][CH2:6]1. (5) The product is: [CH:1]1([NH:6][C:7](=[O:34])[C@H:8]([NH:12][CH2:13][C:14]2[CH:19]=[CH:18][N:17]=[C:16]3[NH:20][CH:21]=[C:22]([C:23]([OH:25])=[O:24])[C:15]=23)[CH:9]([CH3:11])[CH3:10])[CH2:2][CH2:3][CH2:4][CH2:5]1. Given the reactants [CH:1]1([NH:6][C:7](=[O:34])[C@H:8]([NH:12][CH2:13][C:14]2[CH:19]=[CH:18][N:17]=[C:16]3[N:20](C(OC(C)(C)C)=O)[CH:21]=[C:22]([C:23]([O:25]C)=[O:24])[C:15]=23)[CH:9]([CH3:11])[CH3:10])[CH2:5][CH2:4][CH2:3][CH2:2]1.[OH-].[Na+], predict the reaction product. (6) Given the reactants [CH:1]1[CH:6]=[C:5]2[C:7]3[CH:13]=[N:12][CH:11]=[CH:10][C:8]=3[NH:9][C:4]2=[CH:3][CH:2]=1.[CH2:14](Br)[CH2:15][CH2:16][CH2:17][CH3:18].[C:20]([O-])([O-])=[O:21].[Cs+].[Cs+].[C:26]([O:29][CH2:30][CH3:31])(=[O:28])C, predict the reaction product. The product is: [CH3:20][O:21][C:2]1[CH:1]=[CH:6][C:5]2[C:7]3[CH2:13][N:12]([C:26]([O:29][CH2:30][CH3:31])=[O:28])[CH2:11][CH2:10][C:8]=3[N:9]([CH2:14][CH2:15][CH2:16][CH2:17][CH3:18])[C:4]=2[CH:3]=1. (7) Given the reactants [C:1]([C:5]1[CH:10]=[CH:9][C:8]([C:11]2[N:12]([C:32](Cl)=[O:33])[C:13]([C:25]3[CH:30]=[CH:29][C:28]([Cl:31])=[CH:27][CH:26]=3)([CH3:24])[C:14]([C:17]3[CH:22]=[CH:21][C:20]([Cl:23])=[CH:19][CH:18]=3)([CH3:16])[N:15]=2)=[C:7]([O:35][CH:36]([CH3:38])[CH3:37])[CH:6]=1)([CH3:4])([CH3:3])[CH3:2].[CH2:39]1[NH:44][CH2:43][CH2:42][N:41]2[CH2:45][CH2:46][CH2:47][CH:40]12, predict the reaction product. The product is: [C:1]([C:5]1[CH:10]=[CH:9][C:8]([C:11]2[N:12]([C:32]([N:44]3[CH2:43][CH2:42][N:41]4[CH2:45][CH2:46][CH2:47][CH:40]4[CH2:39]3)=[O:33])[C@@:13]([C:25]3[CH:26]=[CH:27][C:28]([Cl:31])=[CH:29][CH:30]=3)([CH3:24])[C@@:14]([C:17]3[CH:22]=[CH:21][C:20]([Cl:23])=[CH:19][CH:18]=3)([CH3:16])[N:15]=2)=[C:7]([O:35][CH:36]([CH3:38])[CH3:37])[CH:6]=1)([CH3:2])([CH3:3])[CH3:4].